This data is from Reaction yield outcomes from USPTO patents with 853,638 reactions. The task is: Predict the reaction yield, written as a fraction of the theoretical maximum amount of product (1.0 means a 100% yield; for example, 0.34 means a 34% yield). The catalyst is C(O)(=O)C. The reactants are [CH2:1]([O:8][C@H:9]1[C@H:14]([O:15][CH2:16][C:17]2[CH:22]=[CH:21][CH:20]=[CH:19][CH:18]=2)[C@H:13]([O:23][CH2:24][C:25]2[CH:30]=[CH:29][CH:28]=[CH:27][CH:26]=2)[C@@H:12]([O:31]C)[O:11][C@@H:10]1[CH2:33][O:34][CH2:35][C:36]1[CH:41]=[CH:40][CH:39]=[CH:38][CH:37]=1)[C:2]1[CH:7]=[CH:6][CH:5]=[CH:4][CH:3]=1.OS(O)(=O)=O.C(=O)([O-])[O-].[K+].[K+]. The yield is 0.540. The product is [CH2:24]([O:23][C@H:13]1[C@@H:14]([O:15][CH2:16][C:17]2[CH:22]=[CH:21][CH:20]=[CH:19][CH:18]=2)[C@H:9]([O:8][CH2:1][C:2]2[CH:3]=[CH:4][CH:5]=[CH:6][CH:7]=2)[C@@H:10]([CH2:33][O:34][CH2:35][C:36]2[CH:37]=[CH:38][CH:39]=[CH:40][CH:41]=2)[O:11][CH:12]1[OH:31])[C:25]1[CH:30]=[CH:29][CH:28]=[CH:27][CH:26]=1.